Dataset: Reaction yield outcomes from USPTO patents with 853,638 reactions. Task: Predict the reaction yield, written as a fraction of the theoretical maximum amount of product (1.0 means a 100% yield; for example, 0.34 means a 34% yield). (1) The reactants are [O:1]1[CH:5]=[CH:4][CH:3]=[C:2]1[C:6](Cl)=[O:7].[CH2:9]([N:16]1[C:25]2[C:20](=[CH:21][C:22]([CH3:26])=[CH:23][CH:24]=2)[C:19]([N:27]2[CH2:32][CH2:31][NH:30][CH2:29][CH2:28]2)=[C:18]([C:33]#[N:34])[C:17]1=[O:35])[C:10]1[CH:15]=[CH:14][CH:13]=[CH:12][CH:11]=1. The catalyst is N1C=CC=CC=1. The product is [CH2:9]([N:16]1[C:25]2[C:20](=[CH:21][C:22]([CH3:26])=[CH:23][CH:24]=2)[C:19]([N:27]2[CH2:32][CH2:31][N:30]([C:6]([C:2]3[O:1][CH:5]=[CH:4][CH:3]=3)=[O:7])[CH2:29][CH2:28]2)=[C:18]([C:33]#[N:34])[C:17]1=[O:35])[C:10]1[CH:11]=[CH:12][CH:13]=[CH:14][CH:15]=1. The yield is 0.900. (2) The product is [C:24]([N:27]1[CH2:32][CH2:31][N:30]([CH2:33][CH2:34][CH2:35][O:36][C:37]2[CH:38]=[CH:39][C:40]([CH:43]3[CH2:48][CH2:47][N:46]([C:11]4[CH:12]=[CH:13][C:14]5[N:15]([C:17]([C:20]([F:23])([F:22])[F:21])=[N:18][N:19]=5)[N:16]=4)[CH2:45][CH2:44]3)=[CH:41][CH:42]=2)[CH2:29][CH2:28]1)(=[O:26])[CH3:25]. The reactants are CCN(C(C)C)C(C)C.Cl[C:11]1[CH:12]=[CH:13][C:14]2[N:15]([C:17]([C:20]([F:23])([F:22])[F:21])=[N:18][N:19]=2)[N:16]=1.[C:24]([N:27]1[CH2:32][CH2:31][N:30]([CH2:33][CH2:34][CH2:35][O:36][C:37]2[CH:42]=[CH:41][C:40]([CH:43]3[CH2:48][CH2:47][NH:46][CH2:45][CH2:44]3)=[CH:39][CH:38]=2)[CH2:29][CH2:28]1)(=[O:26])[CH3:25]. The catalyst is CN(C=O)C. The yield is 0.950. (3) The reactants are [H-].[Na+].[NH:3]1[CH:7]=[CH:6][N:5]=[CH:4]1.[CH3:8][Si:9]([CH3:16])([CH3:15])[CH2:10][CH2:11][O:12][CH2:13]Cl. The yield is 0.890. The product is [CH3:8][Si:9]([CH3:16])([CH3:15])[CH2:10][CH2:11][O:12][CH2:13][N:3]1[CH:7]=[CH:6][N:5]=[CH:4]1. The catalyst is O1CCCC1.